From a dataset of Full USPTO retrosynthesis dataset with 1.9M reactions from patents (1976-2016). Predict the reactants needed to synthesize the given product. (1) Given the product [C:1]([O:5][C:6]([N:8]1[CH2:9][CH:10]([C:12]([N:47]2[CH2:48][C@H:44]([C:39]3[CH:40]=[CH:41][C:42]([Cl:43])=[C:37]([Cl:36])[CH:38]=3)[C@@H:45]([C@@H:49]([O:51][C:52]3[CH:59]=[CH:58][C:55]([C:56]#[N:57])=[CH:54][N:53]=3)[CH3:50])[CH2:46]2)=[O:14])[CH2:11]1)=[O:7])([CH3:2])([CH3:3])[CH3:4], predict the reactants needed to synthesize it. The reactants are: [C:1]([O:5][C:6]([N:8]1[CH2:11][CH:10]([C:12]([OH:14])=O)[CH2:9]1)=[O:7])([CH3:4])([CH3:3])[CH3:2].C(Cl)CCl.C1C=CC2N(O)N=NC=2C=1.CCN(CC)CC.[Cl:36][C:37]1[CH:38]=[C:39]([CH:44]2[CH2:48][NH:47][CH2:46][CH:45]2[CH:49]([O:51][C:52]2[CH:59]=[CH:58][C:55]([C:56]#[N:57])=[CH:54][N:53]=2)[CH3:50])[CH:40]=[CH:41][C:42]=1[Cl:43]. (2) The reactants are: Cl.[NH:2]([C:4]1[CH:12]=[CH:11][CH:10]=[CH:9][C:5]=1[C:6]([OH:8])=[O:7])[NH2:3].[CH:13](=O)[C:14]1[CH:19]=[CH:18][CH:17]=[CH:16][CH:15]=1. Given the product [CH:13](=[N:3][NH:2][C:4]1[CH:12]=[CH:11][CH:10]=[CH:9][C:5]=1[C:6]([OH:8])=[O:7])[C:14]1[CH:19]=[CH:18][CH:17]=[CH:16][CH:15]=1, predict the reactants needed to synthesize it.